From a dataset of Full USPTO retrosynthesis dataset with 1.9M reactions from patents (1976-2016). Predict the reactants needed to synthesize the given product. (1) Given the product [Cl:1][C:2]1[C:3]([O:12][C:13]2[CH:18]=[C:17]([O:19][CH2:27][CH:28]3[CH2:29][CH2:30][CH2:31][O:32]3)[CH:16]=[CH:15][C:14]=2[CH2:20][CH2:21][C:22]([O:24][CH2:25][CH3:26])=[O:23])=[N:4][CH:5]=[C:6]([C:8]([F:9])([F:11])[F:10])[CH:7]=1, predict the reactants needed to synthesize it. The reactants are: [Cl:1][C:2]1[C:3]([O:12][C:13]2[CH:18]=[C:17]([OH:19])[CH:16]=[CH:15][C:14]=2[CH2:20][CH2:21][C:22]([O:24][CH2:25][CH3:26])=[O:23])=[N:4][CH:5]=[C:6]([C:8]([F:11])([F:10])[F:9])[CH:7]=1.[CH2:27](O)[CH:28]1[O:32][CH2:31][CH2:30][CH2:29]1.C(P(CCCC)CCCC)CCC.N(C(N1CCCCC1)=O)=NC(N1CCCCC1)=O. (2) Given the product [F:1][CH:2]([F:15])[O:3][C:4]1[CH:13]=[CH:12][C:7]([C:8]([O:10][CH3:11])=[O:9])=[CH:6][C:5]=1[C:29]#[C:23][C:24]1[CH:25]=[CH:26][CH:27]=[CH:28][N:18]=1, predict the reactants needed to synthesize it. The reactants are: [F:1][CH:2]([F:15])[O:3][C:4]1[CH:13]=[CH:12][C:7]([C:8]([O:10][CH3:11])=[O:9])=[CH:6][C:5]=1I.C([N:18](CC)CC)C.[C:23]1([CH3:29])[CH:28]=[CH:27][CH:26]=[CH:25][CH:24]=1. (3) The reactants are: [CH3:1][S:2](Cl)(=[O:4])=[O:3].[C:6]([NH:10][C:11](=[O:23])[C:12]1[CH:17]=[CH:16][CH:15]=[C:14]([CH:18]([OH:22])[CH:19](C)[CH3:20])[CH:13]=1)([CH3:9])([CH3:8])[CH3:7]. Given the product [CH3:1][S:2]([O:22][CH:18]([C:14]1[CH:15]=[CH:16][CH:17]=[C:12]([C:11](=[O:23])[NH:10][C:6]([CH3:9])([CH3:8])[CH3:7])[CH:13]=1)[CH2:19][CH3:20])(=[O:4])=[O:3], predict the reactants needed to synthesize it. (4) Given the product [Cl:22][C:21]1[CH:20]=[C:19]([C:23]([F:25])([F:24])[F:26])[CH:18]=[C:17]([Cl:27])[C:16]=1[C:14]1[CH:13]=[CH:12][C:11]([N+:28]([O-:30])=[O:29])=[C:10]([S:6][CH:3]([CH3:5])[CH3:4])[CH:15]=1, predict the reactants needed to synthesize it. The reactants are: [H-].[Na+].[CH:3]([SH:6])([CH3:5])[CH3:4].[H][H].Cl[C:10]1[CH:15]=[C:14]([C:16]2[C:21]([Cl:22])=[CH:20][C:19]([C:23]([F:26])([F:25])[F:24])=[CH:18][C:17]=2[Cl:27])[CH:13]=[CH:12][C:11]=1[N+:28]([O-:30])=[O:29]. (5) Given the product [CH2:18]([NH:17][C:15]1[CH:14]=[CH:13][N:12]=[C:11]([N:2]2[CH2:3][CH2:4][C:5]3[C:10](=[CH:9][CH:8]=[CH:7][CH:6]=3)[CH2:1]2)[CH:16]=1)[C:19]1[CH:24]=[CH:23][CH:22]=[CH:21][CH:20]=1, predict the reactants needed to synthesize it. The reactants are: [CH2:1]1[C:10]2[C:5](=[CH:6][CH:7]=[CH:8][CH:9]=2)[CH2:4][CH2:3][N:2]1[C:11]1[CH:16]=[C:15]([NH:17][C:18](=O)[C:19]2[CH:24]=[CH:23][CH:22]=[CH:21][CH:20]=2)[CH:14]=[CH:13][N:12]=1.[H-].[Al+3].[Li+].[H-].[H-].[H-].Cl.